Dataset: Catalyst prediction with 721,799 reactions and 888 catalyst types from USPTO. Task: Predict which catalyst facilitates the given reaction. (1) Reactant: C(Cl)(=O)C(Cl)=O.CS(C)=O.[Br:11][C:12]1[C:20]2[C:15](=[CH:16][N:17]=[C:18]([CH2:21][OH:22])[CH:19]=2)[O:14][CH:13]=1.CCN(CC)CC. Product: [Br:11][C:12]1[C:20]2[C:15](=[CH:16][N:17]=[C:18]([CH:21]=[O:22])[CH:19]=2)[O:14][CH:13]=1. The catalyst class is: 76. (2) Reactant: Cl.[Cl:2][C:3]1[CH:4]=[CH:5][C:6]2[N:12]3[C:13]([CH2:16][CH3:17])=[N:14][N:15]=[C:11]3[CH:10]([CH2:18][C:19]([O:21]CC)=[O:20])[O:9][CH:8]([C:24]3[CH:29]=[CH:28][CH:27]=[C:26]([O:30][CH3:31])[C:25]=3[O:32][CH3:33])[C:7]=2[CH:34]=1. Product: [Cl:2][C:3]1[CH:4]=[CH:5][C:6]2[N:12]3[C:13]([CH2:16][CH3:17])=[N:14][N:15]=[C:11]3[CH:10]([CH2:18][C:19]([OH:21])=[O:20])[O:9][CH:8]([C:24]3[CH:29]=[CH:28][CH:27]=[C:26]([O:30][CH3:31])[C:25]=3[O:32][CH3:33])[C:7]=2[CH:34]=1. The catalyst class is: 12. (3) The catalyst class is: 1. Product: [Cl:19][C:9]1[CH:8]=[C:7]([C:21]2([OH:20])[CH2:24][CH:23]([C:25]([OH:27])=[O:26])[CH2:22]2)[CH:18]=[CH:17][C:10]=1[CH2:11][N:12]1[CH2:16][CH2:15][CH2:14][CH2:13]1. Reactant: [Li]CCCC.Br[C:7]1[CH:18]=[CH:17][C:10]([CH2:11][N:12]2[CH2:16][CH2:15][CH2:14][CH2:13]2)=[C:9]([Cl:19])[CH:8]=1.[O:20]=[C:21]1[CH2:24][CH:23]([C:25]([OH:27])=[O:26])[CH2:22]1. (4) Reactant: Cl[C:2]1[CH:39]=[CH:38][C:5]([C:6]([NH:8]C2N(C3CCCNC3)C3C=CC(CN([C@H](C(C)(C)C)C)C(=O)C(F)(F)F)=CC=3N=2)=[O:7])=[CH:4][CH:3]=1.CCN=C=NCCCN(C)C.Cl.C1C=CC2N(O)N=NC=2C=1.O. Product: [C:6]([NH2:8])(=[O:7])[C:5]1[CH:38]=[CH:39][CH:2]=[CH:3][CH:4]=1. The catalyst class is: 2. (5) Reactant: [Br:1][CH2:2][CH2:3][OH:4].[CH:5]([N:8]([CH:16]([CH3:18])[CH3:17])[P:9](Cl)[O:10][CH2:11][CH2:12][C:13]#[N:14])([CH3:7])[CH3:6].N1C=NN=N1. The catalyst class is: 2. Product: [Br:1][CH2:2][CH2:3][O:4][P:9]([N:8]([CH:16]([CH3:18])[CH3:17])[CH:5]([CH3:6])[CH3:7])[O:10][CH2:11][CH2:12][C:13]#[N:14].